This data is from Full USPTO retrosynthesis dataset with 1.9M reactions from patents (1976-2016). The task is: Predict the reactants needed to synthesize the given product. (1) The reactants are: [H-].[Al+3].[Li+].[H-].[H-].[H-].[F:7][C:8]([C:11]1[CH:12]=[C:13]([CH:16]=[CH:17][CH:18]=1)[C:14]#N)([F:10])[CH3:9].[OH2:19].[OH-].[Na+]. Given the product [F:7][C:8]([C:11]1[CH:12]=[C:13]([CH:16]=[CH:17][CH:18]=1)[CH2:14][OH:19])([F:10])[CH3:9], predict the reactants needed to synthesize it. (2) Given the product [NH:23]1[C:27]([C:28]2[CH:37]=[CH:36][C:35]3[C:30](=[CH:31][CH:32]=[C:33]([C:38]([O:40][CH3:41])=[O:39])[CH:34]=3)[N:29]=2)=[CH:26][CH:25]=[N:24]1, predict the reactants needed to synthesize it. The reactants are: N1C(C2C=C3C(=CC=2)C(=O)NCC3)=CC=N1.O1CCCCC1[N:23]1[C:27]([C:28]2[CH:37]=[CH:36][C:35]3[C:30](=[CH:31][CH:32]=[C:33]([C:38]([O:40][CH3:41])=[O:39])[CH:34]=3)[N:29]=2)=[CH:26][CH:25]=[N:24]1. (3) Given the product [Br:1][C:2]1[CH:7]=[CH:6][C:5]([Cl:8])=[CH:4][C:3]=1[CH2:9][O:10][CH3:13], predict the reactants needed to synthesize it. The reactants are: [Br:1][C:2]1[CH:7]=[CH:6][C:5]([Cl:8])=[CH:4][C:3]=1[CH2:9][OH:10].[H-].[Na+].[CH3:13]I. (4) The reactants are: [O:1]=[C:2]1[CH2:9][C:6]([CH3:8])([CH3:7])[CH2:5][C:4]([CH3:10])=[CH:3]1. Given the product [CH3:10][CH:4]1[CH2:5][C:6]([CH3:8])([CH3:7])[CH2:9][C:2](=[O:1])[CH2:3]1, predict the reactants needed to synthesize it.